From a dataset of Peptide-MHC class I binding affinity with 185,985 pairs from IEDB/IMGT. Regression. Given a peptide amino acid sequence and an MHC pseudo amino acid sequence, predict their binding affinity value. This is MHC class I binding data. (1) The peptide sequence is HPDIVIYQY. The MHC is HLA-A02:02 with pseudo-sequence HLA-A02:02. The binding affinity (normalized) is 0. (2) The peptide sequence is IAGALFTFV. The MHC is HLA-A02:01 with pseudo-sequence HLA-A02:01. The binding affinity (normalized) is 0.393. (3) The peptide sequence is HPEIVIYQY. The MHC is HLA-A24:02 with pseudo-sequence HLA-A24:02. The binding affinity (normalized) is 0.0130. (4) The peptide sequence is LALGFFLRK. The MHC is HLA-A03:01 with pseudo-sequence HLA-A03:01. The binding affinity (normalized) is 0.889. (5) The peptide sequence is ITAASLPKT. The MHC is HLA-A02:01 with pseudo-sequence HLA-A02:01. The binding affinity (normalized) is 0.215. (6) The peptide sequence is SYMMDDLELI. The MHC is HLA-B40:02 with pseudo-sequence HLA-B40:02. The binding affinity (normalized) is 0.0847. (7) The binding affinity (normalized) is 0.489. The MHC is HLA-B15:17 with pseudo-sequence HLA-B15:17. The peptide sequence is HSGDSSCAF.